Dataset: Catalyst prediction with 721,799 reactions and 888 catalyst types from USPTO. Task: Predict which catalyst facilitates the given reaction. (1) The catalyst class is: 6. Product: [N:5]1([C:14]2[CH:19]=[CH:18][C:17]([C:20](=[O:28])[C:21](=[N:1][OH:3])[C:22]3[CH:23]=[N:24][CH:25]=[CH:26][CH:27]=3)=[CH:16][CH:15]=2)[C:9]2=[N:10][CH:11]=[CH:12][CH:13]=[C:8]2[CH:7]=[CH:6]1. Reactant: [N:1]([O-:3])=O.[Na+].[N:5]1([C:14]2[CH:19]=[CH:18][C:17]([C:20](=[O:28])[CH2:21][C:22]3[CH:23]=[N:24][CH:25]=[CH:26][CH:27]=3)=[CH:16][CH:15]=2)[C:9]2=[N:10][CH:11]=[CH:12][CH:13]=[C:8]2[CH:7]=[CH:6]1.C(O)(=O)C. (2) Reactant: [H-].[Na+].[OH:3][CH2:4][CH2:5][O:6][C:7]1[N:12]=[CH:11][N:10]=[C:9]([NH:13][S:14]([CH:17]=[CH:18][C:19]2[CH:24]=[CH:23][CH:22]=[CH:21][CH:20]=2)(=[O:16])=[O:15])[C:8]=1[C:25]1[CH:30]=[CH:29][C:28]([CH3:31])=[CH:27][CH:26]=1.Cl[C:33]1[N:38]=[CH:37][CH:36]=[CH:35][N:34]=1. Product: [N:34]1[CH:35]=[CH:36][CH:37]=[N:38][C:33]=1[O:3][CH2:4][CH2:5][O:6][C:7]1[N:12]=[CH:11][N:10]=[C:9]([NH:13][S:14]([CH:17]=[CH:18][C:19]2[CH:24]=[CH:23][CH:22]=[CH:21][CH:20]=2)(=[O:15])=[O:16])[C:8]=1[C:25]1[CH:30]=[CH:29][C:28]([CH3:31])=[CH:27][CH:26]=1. The catalyst class is: 1. (3) Reactant: [Si:1]([O:18][C:19]1[CH:27]=[C:26]2[C:22]([C:23]([CH:28]([CH3:30])[CH3:29])=[N:24][NH:25]2)=[CH:21][CH:20]=1)([C:14]([CH3:17])([CH3:16])[CH3:15])([C:8]1[CH:13]=[CH:12][CH:11]=[CH:10][CH:9]=1)[C:2]1[CH:7]=[CH:6][CH:5]=[CH:4][CH:3]=1.C(N(CC)CC)C.[CH3:38][C:39]([O:42][C:43](O[C:43]([O:42][C:39]([CH3:41])([CH3:40])[CH3:38])=[O:44])=[O:44])([CH3:41])[CH3:40]. Product: [Si:1]([O:18][C:19]1[CH:27]=[C:26]2[C:22]([C:23]([CH:28]([CH3:30])[CH3:29])=[N:24][N:25]2[C:43]([O:42][C:39]([CH3:41])([CH3:40])[CH3:38])=[O:44])=[CH:21][CH:20]=1)([C:14]([CH3:17])([CH3:16])[CH3:15])([C:2]1[CH:7]=[CH:6][CH:5]=[CH:4][CH:3]=1)[C:8]1[CH:9]=[CH:10][CH:11]=[CH:12][CH:13]=1. The catalyst class is: 616. (4) Reactant: [I:1][C:2]1[CH:3]=[C:4]2[C:9](=[CH:10][CH:11]=1)[O:8][C@@H:7]([C:12]([OH:14])=O)[CH2:6][CH2:5]2.Cl.Cl.[NH2:17][CH2:18][C@@H:19]([C:21]1[CH:22]=[N:23][C:24]([N:27]2[C:31]([CH3:32])=[CH:30][CH:29]=[C:28]2[CH3:33])=[CH:25][CH:26]=1)[OH:20].Cl.CN(C)CCCN=C=NCC.O.ON1C2C=CC=CC=2N=N1.C(N(CC)CC)C. Product: [CH3:33][C:28]1[N:27]([C:24]2[N:23]=[CH:22][C:21]([C@@H:19]([OH:20])[CH2:18][NH:17][C:12]([C@H:7]3[CH2:6][CH2:5][C:4]4[C:9](=[CH:10][CH:11]=[C:2]([I:1])[CH:3]=4)[O:8]3)=[O:14])=[CH:26][CH:25]=2)[C:31]([CH3:32])=[CH:30][CH:29]=1. The catalyst class is: 34. (5) Reactant: [NH2:1][CH2:2][CH2:3][O:4][C:5]1[CH:33]=[CH:32][C:8]2[NH:9][C:10]([C:15]3[C:16](=[O:31])[N:17]([NH:26][CH2:27][CH:28]4[CH2:30][CH2:29]4)[C:18]4[C:23]([C:24]=3[OH:25])=[CH:22][CH:21]=[CH:20][CH:19]=4)=[N:11][S:12](=[O:14])(=[O:13])[C:7]=2[CH:6]=1.[CH3:34][S:35](Cl)(=[O:37])=[O:36]. Product: [CH:28]1([CH2:27][NH:26][N:17]2[C:18]3[C:23](=[CH:22][CH:21]=[CH:20][CH:19]=3)[C:24]([OH:25])=[C:15]([C:10]3[NH:9][C:8]4[CH:32]=[CH:33][C:5]([O:4][CH2:3][CH2:2][NH:1][S:35]([CH3:34])(=[O:37])=[O:36])=[CH:6][C:7]=4[S:12](=[O:14])(=[O:13])[N:11]=3)[C:16]2=[O:31])[CH2:30][CH2:29]1. The catalyst class is: 17. (6) Reactant: [CH3:1][O:2][C:3]1[CH:4]=[C:5]([CH:9]([C:13]2[CH:18]=[CH:17][CH:16]=[CH:15][CH:14]=2)[CH2:10][CH2:11]O)[CH:6]=[CH:7][CH:8]=1.C1(P(C2C=CC=CC=2)C2C=CC=CC=2)C=CC=CC=1.[Br:38]N1C(=O)CCC1=O. Product: [Br:38][CH2:11][CH2:10][CH:9]([C:5]1[CH:4]=[C:3]([O:2][CH3:1])[CH:8]=[CH:7][CH:6]=1)[C:13]1[CH:18]=[CH:17][CH:16]=[CH:15][CH:14]=1. The catalyst class is: 2.